From a dataset of TCR-epitope binding with 47,182 pairs between 192 epitopes and 23,139 TCRs. Binary Classification. Given a T-cell receptor sequence (or CDR3 region) and an epitope sequence, predict whether binding occurs between them. (1) The epitope is AVFDRKSDAK. The TCR CDR3 sequence is CASSLDNSHGYTF. Result: 1 (the TCR binds to the epitope). (2) The epitope is FLKEKGGL. Result: 1 (the TCR binds to the epitope). The TCR CDR3 sequence is CASSEPALAEQYYEQYF. (3) The epitope is TLVPQEHYV. The TCR CDR3 sequence is CASSLPGLAETQYF. Result: 0 (the TCR does not bind to the epitope). (4) The epitope is ITEEVGHTDLMAAY. The TCR CDR3 sequence is CASSQDRYNEQFF. Result: 0 (the TCR does not bind to the epitope). (5) The epitope is LPRRSGAAGA. The TCR CDR3 sequence is CASSGVGQDSYEQYF. Result: 0 (the TCR does not bind to the epitope). (6) The epitope is WICLLQFAY. The TCR CDR3 sequence is CASSGPGQGIANIQYF. Result: 1 (the TCR binds to the epitope).